This data is from Reaction yield outcomes from USPTO patents with 853,638 reactions. The task is: Predict the reaction yield, written as a fraction of the theoretical maximum amount of product (1.0 means a 100% yield; for example, 0.34 means a 34% yield). (1) The reactants are [C:1]1([P:7](=[O:10])([OH:9])[OH:8])[CH:6]=[CH:5][CH:4]=[CH:3][CH:2]=1.O.O.C([O-])(=O)C.[Zn+2:17].C([O-])(=O)C. The catalyst is O. The product is [C:1]1([P:7](=[O:8])([O-:10])[O-:9])[CH:6]=[CH:5][CH:4]=[CH:3][CH:2]=1.[Zn+2:17]. The yield is 0.980. (2) The reactants are [CH3:1][O:2][C:3]1[C:4](=[O:25])[C:5]([CH3:24])=[C:6]([CH2:12][C:13]2[CH:18]=[CH:17][C:16]([CH:19]=[CH:20][C:21](O)=[O:22])=[CH:15][CH:14]=2)[C:7](=[O:11])[C:8]=1[O:9][CH3:10].[NH:26]1[CH2:31][CH2:30][S:29][CH2:28][CH2:27]1. No catalyst specified. The product is [CH3:1][O:2][C:3]1[C:4](=[O:25])[C:5]([CH3:24])=[C:6]([CH2:12][C:13]2[CH:18]=[CH:17][C:16]([CH:19]=[CH:20][C:21]([N:26]3[CH2:31][CH2:30][S:29][CH2:28][CH2:27]3)=[O:22])=[CH:15][CH:14]=2)[C:7](=[O:11])[C:8]=1[O:9][CH3:10]. The yield is 0.560. (3) The reactants are Br[C:2]1[CH:3]=[CH:4][CH:5]=[C:6]2[C:11]=1[CH2:10][N:9]([C:12]([O:14][C:15]([CH3:18])([CH3:17])[CH3:16])=[O:13])[CH2:8][CH2:7]2.[Na+].[I-:20].N#N.O. The catalyst is O1CCOCC1.[Cu]I. The product is [I:20][C:2]1[CH:3]=[CH:4][CH:5]=[C:6]2[C:11]=1[CH2:10][N:9]([C:12]([O:14][C:15]([CH3:18])([CH3:17])[CH3:16])=[O:13])[CH2:8][CH2:7]2. The yield is 0.780. (4) The product is [Br:1][C:2]1[CH:14]=[C:13]2[C:5]([C:6]3[CH:7]=[CH:8][C:9]([N:23]4[CH2:35][CH2:34][CH2:33][CH2:32][CH2:31]4)=[CH:10][C:11]=3[C:12]2([CH2:19][CH2:20][CH2:21][CH3:22])[CH2:15][CH2:16][CH2:17][CH3:18])=[CH:4][CH:3]=1. The reactants are [Br:1][C:2]1[CH:14]=[C:13]2[C:5]([C:6]3[CH:7]=[CH:8][C:9]([NH2:23])=[CH:10][C:11]=3[C:12]2([CH2:19][CH2:20][CH2:21][CH3:22])[CH2:15][CH2:16][CH2:17][CH3:18])=[CH:4][CH:3]=1.C(=O)([O-])[O-].[K+].[K+].I[CH2:31][CH2:32][CH2:33][CH2:34][CH2:35]I. The catalyst is CN(C)C=O. The yield is 0.700. (5) The reactants are [CH3:1][O:2][C:3]1[CH:4]=[C:5]([CH:9]2[C:13]3[C:14]([CH3:28])=[C:15]([NH:20][C:21](=[O:27])[CH2:22][C:23]([CH3:26])([CH3:25])[CH3:24])[C:16]([CH3:19])=[C:17]([CH3:18])[C:12]=3[O:11][CH2:10]2)[CH:6]=[CH:7][CH:8]=1.[Cl-].[Al+3].[Cl-].[Cl-].[C:33](Cl)(=[O:35])[CH3:34].O. The catalyst is ClCCl. The product is [C:33]([C:8]1[CH:7]=[CH:6][C:5]([CH:9]2[C:13]3[C:14]([CH3:28])=[C:15]([NH:20][C:21](=[O:27])[CH2:22][C:23]([CH3:24])([CH3:25])[CH3:26])[C:16]([CH3:19])=[C:17]([CH3:18])[C:12]=3[O:11][CH2:10]2)=[CH:4][C:3]=1[O:2][CH3:1])(=[O:35])[CH3:34]. The yield is 0.890. (6) The reactants are [C:1]([NH:4][CH2:5][C@@H:6]1[O:10][C:9](=[O:11])[N:8]([C:12]2[CH:17]=[CH:16][C:15]([NH2:18])=[C:14]([F:19])[CH:13]=2)[CH2:7]1)(=[S:3])[CH3:2].[C:20](OC(=O)C)(=[O:22])[CH3:21].N1C=CC=CC=1. The catalyst is ClCCl. The product is [C:1]([NH:4][CH2:5][C@@H:6]1[O:10][C:9](=[O:11])[N:8]([C:12]2[CH:17]=[CH:16][C:15]([NH:18][C:20](=[O:22])[CH3:21])=[C:14]([F:19])[CH:13]=2)[CH2:7]1)(=[S:3])[CH3:2]. The yield is 0.950. (7) The reactants are [CH2:1]([NH2:4])[CH2:2][CH3:3].[CH3:5][C:6]1([CH3:13])[O:10][CH:9]([CH:11]=O)[CH2:8][O:7]1.C(O[BH-](OC(=O)C)OC(=O)C)(=O)C.[Na+]. The catalyst is ClCCCl. The product is [CH3:13][C:6]1([CH3:5])[O:10][CH:9]([CH2:11][NH:4][CH2:1][CH2:2][CH3:3])[CH2:8][O:7]1. The yield is 0.730.